From a dataset of Full USPTO retrosynthesis dataset with 1.9M reactions from patents (1976-2016). Predict the reactants needed to synthesize the given product. (1) Given the product [CH3:27][O:26][C:17]1[CH:18]=[C:19]([C:22]([F:25])([F:24])[F:23])[CH:20]=[CH:21][C:16]=1[CH:12]1[CH2:13][CH2:14][CH2:15][N:10]([C:8]([C:6]2[CH:7]=[C:2]([NH:29][CH3:28])[N:3]=[N:4][CH:5]=2)=[O:9])[CH2:11]1, predict the reactants needed to synthesize it. The reactants are: Cl[C:2]1[N:3]=[N:4][CH:5]=[C:6]([C:8]([N:10]2[CH2:15][CH2:14][CH2:13][CH:12]([C:16]3[CH:21]=[CH:20][C:19]([C:22]([F:25])([F:24])[F:23])=[CH:18][C:17]=3[O:26][CH3:27])[CH2:11]2)=[O:9])[CH:7]=1.[CH3:28][NH2:29]. (2) Given the product [C:8]([C:5]1[N:6]=[CH:7][C:2]([NH:1][C:17](=[O:18])[O:16][C:10]2[CH:15]=[CH:14][CH:13]=[CH:12][CH:11]=2)=[CH:3][CH:4]=1)#[N:9], predict the reactants needed to synthesize it. The reactants are: [NH2:1][C:2]1[CH:3]=[CH:4][C:5]([C:8]#[N:9])=[N:6][CH:7]=1.[C:10]1([O:16][C:17](Cl)=[O:18])[CH:15]=[CH:14][CH:13]=[CH:12][CH:11]=1.N1C=CC=CC=1. (3) Given the product [NH2:8][C:9]1[C:14]([C:15]([C:17]2[CH:22]=[CH:21][C:20]([F:23])=[CH:19][C:18]=2[O:24][CH3:25])=[O:16])=[CH:13][N:12]=[C:11]([NH:26][CH:27]2[CH2:28][CH2:29][N:30]([S:41]([CH3:40])(=[O:43])=[O:42])[CH2:31][CH2:32]2)[N:10]=1, predict the reactants needed to synthesize it. The reactants are: FC(F)(F)C(O)=O.[NH2:8][C:9]1[C:14]([C:15]([C:17]2[CH:22]=[CH:21][C:20]([F:23])=[CH:19][C:18]=2[O:24][CH3:25])=[O:16])=[CH:13][N:12]=[C:11]([NH:26][CH:27]2[CH2:32][CH2:31][NH:30][CH2:29][CH2:28]2)[N:10]=1.C(N(CC)CC)C.[CH3:40][S:41](Cl)(=[O:43])=[O:42].